From a dataset of Forward reaction prediction with 1.9M reactions from USPTO patents (1976-2016). Predict the product of the given reaction. (1) Given the reactants C(OCC=C)C1OC1.Cl.[N:10]1[CH:15]=[CH:14][C:13]([CH2:16][CH2:17][SH:18])=[CH:12][CH:11]=1, predict the reaction product. The product is: [N:10]1[CH:15]=[CH:14][C:13]([CH2:16][CH2:17][SH:18])=[CH:12][CH:11]=1. (2) Given the reactants [Br:1][CH2:2][C:3]1[CH:8]=[C:7]([CH3:9])[CH:6]=[C:5]([O:10][CH3:11])[CH:4]=1.[CH:12]1[CH:17]=[CH:16][C:15]([P:18]([C:25]2[CH:30]=[CH:29][CH:28]=[CH:27][CH:26]=2)[C:19]2[CH:24]=[CH:23][CH:22]=[CH:21][CH:20]=2)=[CH:14][CH:13]=1.C1(C)C=CC=CC=1, predict the reaction product. The product is: [Br-:1].[CH3:11][O:10][C:5]1[CH:4]=[C:3]([CH:8]=[C:7]([CH3:9])[CH:6]=1)[CH2:2][P+:18]([C:19]1[CH:20]=[CH:21][CH:22]=[CH:23][CH:24]=1)([C:25]1[CH:30]=[CH:29][CH:28]=[CH:27][CH:26]=1)[C:15]1[CH:14]=[CH:13][CH:12]=[CH:17][CH:16]=1.